From a dataset of Forward reaction prediction with 1.9M reactions from USPTO patents (1976-2016). Predict the product of the given reaction. Given the reactants [CH3:1][C:2]1[CH:3]=[C:4]2[C:10]([CH2:11][NH:12]C(=O)OC(C)(C)C)=[CH:9][NH:8][C:5]2=[N:6][CH:7]=1.O1CCOCC1.[ClH:26], predict the reaction product. The product is: [ClH:26].[CH3:1][C:2]1[CH:3]=[C:4]2[C:10]([CH2:11][NH2:12])=[CH:9][NH:8][C:5]2=[N:6][CH:7]=1.